This data is from Full USPTO retrosynthesis dataset with 1.9M reactions from patents (1976-2016). The task is: Predict the reactants needed to synthesize the given product. (1) Given the product [F:1][C:2]1[CH:28]=[CH:27][CH:26]=[CH:25][C:3]=1[CH2:4][N:5]1[C:9]2=[N:10][CH:11]=[CH:12][CH:13]=[C:8]2[C:7]([C:14]2[N:23]=[CH:22][C:21]3[C:16](=[CH:17][CH:18]=[CH:19][CH:20]=3)[N:15]=2)=[N:6]1, predict the reactants needed to synthesize it. The reactants are: [F:1][C:2]1[CH:28]=[CH:27][CH:26]=[CH:25][C:3]=1[CH2:4][N:5]1[C:9]2=[N:10][CH:11]=[CH:12][CH:13]=[C:8]2[C:7]([C:14]2[N:23]=[C:22](N)[C:21]3[C:16](=[CH:17][CH:18]=[CH:19][CH:20]=3)[N:15]=2)=[N:6]1.N(OCCC(C)C)=O.CN(C)C=O. (2) The reactants are: COB(OC)OC.C1([C@]2(CO)CCCN2C2C=CC=CC=2)C=CC=CC=1.CSC.B.[Cl:31][CH2:32][C:33]([C:35]1[CH:40]=[CH:39][C:38]([F:41])=[C:37]([F:42])[CH:36]=1)=[O:34]. Given the product [Cl:31][CH2:32][C@H:33]([C:35]1[CH:40]=[CH:39][C:38]([F:41])=[C:37]([F:42])[CH:36]=1)[OH:34], predict the reactants needed to synthesize it. (3) Given the product [CH3:1][O:2][C:3]1[CH:4]=[C:5]([CH2:11][CH2:12][N:13]2[C:18](=[O:19])[C:17]3[CH:20]=[C:21]([CH2:23][CH3:24])[S:22][C:16]=3[N:15]([CH2:27][C:28]3[CH:33]=[CH:32][C:31]([C:34]4[CH:39]=[CH:38][CH:37]=[CH:36][C:35]=4[C:40]4[NH:44][C:43](=[O:50])[O:42][N:41]=4)=[CH:30][CH:29]=3)[C:14]2=[O:25])[CH:6]=[CH:7][C:8]=1[O:9][CH3:10], predict the reactants needed to synthesize it. The reactants are: [CH3:1][O:2][C:3]1[CH:4]=[C:5]([CH2:11][CH2:12][N:13]2[C:18](=[O:19])[C:17]3[CH:20]=[C:21]([CH2:23][CH3:24])[S:22][C:16]=3[NH:15][C:14]2=[O:25])[CH:6]=[CH:7][C:8]=1[O:9][CH3:10].Br[CH2:27][C:28]1[CH:33]=[CH:32][C:31]([C:34]2[CH:39]=[CH:38][CH:37]=[CH:36][C:35]=2[C:40]2[N:44]=[C:43](C(Cl)(Cl)Cl)[O:42][N:41]=2)=[CH:30][CH:29]=1.C(=O)([O-])[O-:50].[K+].[K+].CN(C)C=O.